From a dataset of Peptide-MHC class II binding affinity with 134,281 pairs from IEDB. Regression. Given a peptide amino acid sequence and an MHC pseudo amino acid sequence, predict their binding affinity value. This is MHC class II binding data. (1) The peptide sequence is SADFPQFKPEEITGI. The MHC is DRB1_0101 with pseudo-sequence DRB1_0101. The binding affinity (normalized) is 0.211. (2) The peptide sequence is VVLFAVFLGSAYGIP. The MHC is HLA-DPA10201-DPB11401 with pseudo-sequence HLA-DPA10201-DPB11401. The binding affinity (normalized) is 0.129. (3) The peptide sequence is SRNSTHEMYWVSRASGNV. The MHC is DRB4_0101 with pseudo-sequence DRB4_0103. The binding affinity (normalized) is 0. (4) The peptide sequence is HTRTTHYGSLPQKSQHGR. The binding affinity (normalized) is 0. The MHC is H-2-IEd with pseudo-sequence H-2-IEd. (5) The peptide sequence is AFILDGDNLFPKT. The MHC is HLA-DQA10501-DQB10201 with pseudo-sequence HLA-DQA10501-DQB10201. The binding affinity (normalized) is 0.752. (6) The peptide sequence is KMGALFEGRNFVQNI. The MHC is DRB1_0101 with pseudo-sequence DRB1_0101. The binding affinity (normalized) is 0.600. (7) The MHC is HLA-DQA10501-DQB10301 with pseudo-sequence HLA-DQA10501-DQB10301. The peptide sequence is YKTIAFDEEARR. The binding affinity (normalized) is 0. (8) The peptide sequence is KGKSAWYVDTEIINE. The MHC is DRB1_1501 with pseudo-sequence DRB1_1501. The binding affinity (normalized) is 0.515.